Dataset: Reaction yield outcomes from USPTO patents with 853,638 reactions. Task: Predict the reaction yield, written as a fraction of the theoretical maximum amount of product (1.0 means a 100% yield; for example, 0.34 means a 34% yield). The reactants are [OH:1][C:2]1[CH:10]=[C:9]2[C:5]([CH2:6][CH2:7][C:8]2=[O:11])=[CH:4][CH:3]=1.[CH:12]1([CH2:16]O)[CH2:15][CH2:14][CH2:13]1.[C:18]1(P([C:20]2[CH:21]=[CH:22]C=[CH:18][CH:19]=2)[C:20]2[CH:21]=[CH:22]C=[CH:18][CH:19]=2)C=[CH:22][CH:21]=[CH:20][CH:19]=1.N(C(OC(C)C)=O)=NC(OC(C)C)=[O:40]. The catalyst is C1COCC1. The product is [CH:12]1([CH2:16][O:1][C:2]2[CH:10]=[C:9]3[C:5]([CH2:6][C:7]4([CH2:22][CH2:21][C:20](=[O:40])[CH2:19][CH2:18]4)[C:8]3=[O:11])=[CH:4][CH:3]=2)[CH2:13][CH2:14][CH2:15]1. The yield is 0.580.